From a dataset of Catalyst prediction with 721,799 reactions and 888 catalyst types from USPTO. Predict which catalyst facilitates the given reaction. Reactant: [CH2:1]=[CH:2][CH2:3][C@H:4]([NH2:8])[C:5]([OH:7])=[O:6].Cl. Product: [NH3:8].[CH2:1]=[CH:2][CH2:3][C@H:4]([NH2:8])[C:5]([OH:7])=[O:6]. The catalyst class is: 5.